From a dataset of HIV replication inhibition screening data with 41,000+ compounds from the AIDS Antiviral Screen. Binary Classification. Given a drug SMILES string, predict its activity (active/inactive) in a high-throughput screening assay against a specified biological target. (1) The molecule is CCC1=C(C)c2cc3[nH]c(cc4nc(cc5[nH]c(cc1n2)c(C)c5CCC(=O)OC)C(CCC(=O)OC)=C4C)c(C)c3CC. The result is 0 (inactive). (2) The compound is COC(=O)C(C#N)=Cn1ccc(=O)[nH]c1=S. The result is 0 (inactive).